From a dataset of Aqueous solubility values for 9,982 compounds from the AqSolDB database. Regression/Classification. Given a drug SMILES string, predict its absorption, distribution, metabolism, or excretion properties. Task type varies by dataset: regression for continuous measurements (e.g., permeability, clearance, half-life) or binary classification for categorical outcomes (e.g., BBB penetration, CYP inhibition). For this dataset (solubility_aqsoldb), we predict Y. The molecule is COc1ccc([NH2+]CCO)cc1[NH3+].O=S(=O)([O-])[O-]. The Y is -0.534 log mol/L.